The task is: Predict the reaction yield, written as a fraction of the theoretical maximum amount of product (1.0 means a 100% yield; for example, 0.34 means a 34% yield).. This data is from Reaction yield outcomes from USPTO patents with 853,638 reactions. The reactants are [O:1]=[C:2]([CH2:13][CH2:14][CH2:15][CH2:16][CH2:17]CCCC)/[C:3](/[NH:6][C:7](=[O:12])[O:8][CH2:9][CH:10]=[CH2:11])=[CH:4]/[CH3:5].CON(C)C(=O)/C(/NC(=O)OCC=C)=C/C. No catalyst specified. The product is [CH2:9]([O:8][C:7](=[O:12])[NH:6]/[C:3](/[C:2](=[O:1])[CH2:13][CH2:14][CH2:15][CH2:16][CH3:17])=[CH:4]\[CH3:5])[CH:10]=[CH2:11]. The yield is 0.670.